Dataset: Retrosynthesis with 50K atom-mapped reactions and 10 reaction types from USPTO. Task: Predict the reactants needed to synthesize the given product. (1) Given the product O=C(O)c1cnc(-c2cc(Cc3ccc(F)cc3F)nc3c2C(=O)N2CCC[C@@H]32)cn1, predict the reactants needed to synthesize it. The reactants are: CCOC(=O)c1cnc(-c2cc(Cc3ccc(F)cc3F)nc3c2C(=O)N2CCC[C@@H]32)cn1. (2) Given the product O=C(NCCNS(=O)(=O)c1ccccc1)c1ccc(O)c2[nH]c(-c3cccs3)nc12, predict the reactants needed to synthesize it. The reactants are: COc1ccc(C(=O)NCCNS(=O)(=O)c2ccccc2)c2nc(-c3cccs3)[nH]c12. (3) Given the product CCOC(=O)c1cnc(Nc2cccc(Cl)c2)c2ncn(C)c12, predict the reactants needed to synthesize it. The reactants are: CCOC(=O)c1cnc(Cl)c2ncn(C)c12.Nc1cccc(Cl)c1. (4) Given the product Cc1nc(C#Cc2ccnc(C#N)c2)cn1-c1ccc(Cl)nc1, predict the reactants needed to synthesize it. The reactants are: Cc1nc(C#Cc2ccnc(C#N)c2)c[nH]1.OB(O)c1ccc(Cl)nc1. (5) Given the product Cn1cc(-c2cnccn2)cn1, predict the reactants needed to synthesize it. The reactants are: Cn1cc(-c2nccnc2Cl)cn1. (6) Given the product CC(C)(C#N)c1cc(Cc2cccnc2)cc(C(C)(C)C#N)c1, predict the reactants needed to synthesize it. The reactants are: CC(C)(C#N)c1cc(C(O)c2cccnc2)cc(C(C)(C)C#N)c1. (7) Given the product N#CC1(c2ccncc2)CCNCC1, predict the reactants needed to synthesize it. The reactants are: CC(C)(C)OC(=O)N1CCC(C#N)(c2ccncc2)CC1.